This data is from Forward reaction prediction with 1.9M reactions from USPTO patents (1976-2016). The task is: Predict the product of the given reaction. (1) Given the reactants [F:1][C:2]1[CH:3]=[C:4]([N:9]2[C:16](=[S:17])[N:15]([C:18]3[CH:19]=[C:20]([C:26]([F:29])([F:28])[F:27])[C:21]([C:24]#[N:25])=[N:22][CH:23]=3)[C:14](=[O:30])[C:10]32[CH2:13][CH2:12][CH2:11]3)[CH:5]=[CH:6][C:7]=1[OH:8].[CH2:31](O)[C:32]1[CH:37]=[CH:36][CH:35]=[CH:34][CH:33]=1.N(C(OC(C)C)=O)=NC(OC(C)C)=O, predict the reaction product. The product is: [CH2:31]([O:8][C:7]1[CH:6]=[CH:5][C:4]([N:9]2[C:16](=[S:17])[N:15]([C:18]3[CH:19]=[C:20]([C:26]([F:29])([F:27])[F:28])[C:21]([C:24]#[N:25])=[N:22][CH:23]=3)[C:14](=[O:30])[C:10]32[CH2:11][CH2:12][CH2:13]3)=[CH:3][C:2]=1[F:1])[C:32]1[CH:37]=[CH:36][CH:35]=[CH:34][CH:33]=1. (2) Given the reactants S(Cl)([Cl:3])=O.Cl.[NH2:6][CH2:7][C:8]([F:13])([F:12])[C:9]([OH:11])=[O:10].[CH2:14](O)[CH3:15], predict the reaction product. The product is: [ClH:3].[NH2:6][CH2:7][C:8]([F:13])([F:12])[C:9]([O:11][CH2:14][CH3:15])=[O:10]. (3) Given the reactants Cl[C:2]1[N:6]([C:7]2[CH:12]=[CH:11][C:10]([Cl:13])=[CH:9][CH:8]=2)[N:5]=[CH:4][C:3]=1[C:14]([O:16][CH2:17][CH3:18])=[O:15].[C-:19]#[N:20].[K+].C1OCCOCCOCCOCCOCCOC1, predict the reaction product. The product is: [CH2:17]([O:16][C:14]([C:3]1[CH:4]=[N:5][N:6]([C:7]2[CH:12]=[CH:11][C:10]([Cl:13])=[CH:9][CH:8]=2)[C:2]=1[C:19]#[N:20])=[O:15])[CH3:18]. (4) Given the reactants [CH3:1][O:2][C:3]1[N:8]=[CH:7][C:6]([NH:9][C:10]2[C:15]([C:16]3[N:21]=[C:20]([CH3:22])[N:19]=[C:18](SC)[N:17]=3)=[CH:14][N:13]=[C:12]([N:25]([CH3:27])[CH3:26])[N:11]=2)=[CH:5][CH:4]=1.[NH3:28], predict the reaction product. The product is: [NH2:28][C:18]1[N:19]=[C:20]([CH3:22])[N:21]=[C:16]([C:15]2[C:10]([NH:9][C:6]3[CH:7]=[N:8][C:3]([O:2][CH3:1])=[CH:4][CH:5]=3)=[N:11][C:12]([N:25]([CH3:27])[CH3:26])=[N:13][CH:14]=2)[N:17]=1. (5) Given the reactants [F:1][C:2]1[CH:7]=[C:6]([C:8]([F:11])([F:10])[F:9])[CH:5]=[CH:4][C:3]=1[C:12]1[CH:17]=[C:16]([C:18]([F:21])([F:20])[F:19])[NH:15][C:14](=O)[N:13]=1.O=P(Cl)(Cl)[Cl:25], predict the reaction product. The product is: [Cl:25][C:14]1[N:13]=[C:12]([C:3]2[CH:4]=[CH:5][C:6]([C:8]([F:11])([F:10])[F:9])=[CH:7][C:2]=2[F:1])[CH:17]=[C:16]([C:18]([F:21])([F:20])[F:19])[N:15]=1.